Dataset: Reaction yield outcomes from USPTO patents with 853,638 reactions. Task: Predict the reaction yield, written as a fraction of the theoretical maximum amount of product (1.0 means a 100% yield; for example, 0.34 means a 34% yield). (1) The catalyst is C1COCC1. The product is [CH:69]1[C:70]2[N:58]([CH2:57][CH2:56][CH2:55][CH2:54][O:53][C:33]3[CH:32]=[C:27]([CH2:28][OH:29])[CH:26]=[C:25]([O:24][CH2:23][CH2:22][CH2:21][CH2:20][N:18]4[C:19]5[CH:7]=[CH:8][CH:9]=[CH:10][C:11]=5[C:12]5[C:17]4=[CH:16][CH:15]=[CH:14][CH:13]=5)[C:34]=3[O:35][CH2:36][CH2:37][CH2:38][CH2:39][N:40]3[C:41]4[CH:42]=[CH:43][CH:44]=[CH:45][C:46]=4[C:47]4[C:52]3=[CH:51][CH:50]=[CH:49][CH:48]=4)[C:59]3[C:64](=[CH:63][CH:62]=[CH:61][CH:60]=3)[C:65]=2[CH:66]=[CH:67][CH:68]=1. The reactants are [H-].[H-].[H-].[H-].[Li+].[Al+3].[CH:7]1[C:19]2[N:18]([CH2:20][CH2:21][CH2:22][CH2:23][O:24][C:25]3[CH:26]=[C:27]([CH:32]=[C:33]([O:53][CH2:54][CH2:55][CH2:56][CH2:57][N:58]4[C:70]5[CH:69]=[CH:68][CH:67]=[CH:66][C:65]=5[C:64]5[C:59]4=[CH:60][CH:61]=[CH:62][CH:63]=5)[C:34]=3[O:35][CH2:36][CH2:37][CH2:38][CH2:39][N:40]3[C:52]4[CH:51]=[CH:50][CH:49]=[CH:48][C:47]=4[C:46]4[C:41]3=[CH:42][CH:43]=[CH:44][CH:45]=4)[C:28](OC)=[O:29])[C:17]3[C:12](=[CH:13][CH:14]=[CH:15][CH:16]=3)[C:11]=2[CH:10]=[CH:9][CH:8]=1.[OH-].[Na+]. The yield is 0.920. (2) The reactants are [N:1]([CH2:4][CH2:5][O:6][C:7]1[CH:12]=[CH:11][C:10]([C:13]2[N:14]([CH2:26][CH3:27])[C:15]3[C:20]([C:21]=2[C:22]#[N:23])=[CH:19][CH:18]=[C:17]([O:24][CH3:25])[CH:16]=3)=[CH:9][CH:8]=1)=[N+]=[N-].Cl. The catalyst is [Pd].CO. The product is [NH2:1][CH2:4][CH2:5][O:6][C:7]1[CH:12]=[CH:11][C:10]([C:13]2[N:14]([CH2:26][CH3:27])[C:15]3[C:20]([C:21]=2[C:22]#[N:23])=[CH:19][CH:18]=[C:17]([O:24][CH3:25])[CH:16]=3)=[CH:9][CH:8]=1. The yield is 0.780. (3) The reactants are [C:1]([NH:5][C:6]1[CH:11]=[CH:10][C:9]([N+:12]([O-:14])=[O:13])=[CH:8][CH:7]=1)([CH3:4])([CH3:3])[CH3:2].[Br:15]Br. The catalyst is CC(O)=O. The product is [Br:15][C:11]1[CH:10]=[C:9]([N+:12]([O-:14])=[O:13])[CH:8]=[CH:7][C:6]=1[NH:5][C:1]([CH3:4])([CH3:2])[CH3:3]. The yield is 0.430. (4) The reactants are [CH:1](=O)[C:2]1[CH:7]=[CH:6][CH:5]=[CH:4][CH:3]=1.[CH2:9]([O:11][CH:12]([O:15][CH2:16][CH3:17])[CH2:13][NH2:14])[CH3:10].C(O[BH-](OC(=O)C)OC(=O)C)(=O)C. The yield is 0.700. The product is [CH2:1]([NH:14][CH2:13][CH:12]([O:15][CH2:16][CH3:17])[O:11][CH2:9][CH3:10])[C:2]1[CH:7]=[CH:6][CH:5]=[CH:4][CH:3]=1. The catalyst is O1CCCC1.C(OCC)(=O)C. (5) The reactants are Cl[C:2]1[CH:7]=[CH:6][N:5]=[C:4]([N:8]2[CH:12]=[CH:11][N:10]=[CH:9]2)[N:3]=1.[NH:13]1[CH2:18][CH2:17][CH2:16][CH2:15][CH:14]1[CH2:19][CH2:20][OH:21].CCN(C(C)C)C(C)C. The catalyst is CN(C=O)C. The product is [N:8]1([C:4]2[N:3]=[C:2]([N:13]3[CH2:18][CH2:17][CH2:16][CH2:15][CH:14]3[CH2:19][CH2:20][OH:21])[CH:7]=[CH:6][N:5]=2)[CH:12]=[CH:11][N:10]=[CH:9]1. The yield is 0.460. (6) The reactants are [CH3:1][O:2][C:3]1[C:4]([Si:13]([C:26]2[CH:31]=[CH:30][CH:29]=[CH:28][CH:27]=2)([C:20]2[CH:25]=[CH:24][CH:23]=[CH:22][CH:21]=2)[C:14]2[CH:19]=[CH:18][CH:17]=[CH:16][CH:15]=2)=[CH:5][C:6]2[C:11]([CH:12]=1)=[CH:10][CH:9]=[CH:8][CH:7]=2.[Br:32]N1C(=O)CCC1=O.CN(C)C=O.CCOC(C)=O. The catalyst is O. The product is [Br:32][C:12]1[C:11]2[C:6](=[CH:7][CH:8]=[CH:9][CH:10]=2)[CH:5]=[C:4]([Si:13]([C:20]2[CH:21]=[CH:22][CH:23]=[CH:24][CH:25]=2)([C:14]2[CH:19]=[CH:18][CH:17]=[CH:16][CH:15]=2)[C:26]2[CH:31]=[CH:30][CH:29]=[CH:28][CH:27]=2)[C:3]=1[O:2][CH3:1]. The yield is 0.960. (7) The reactants are [OH:1][CH2:2][CH2:3][N:4]1[CH2:9][CH2:8][NH:7][CH2:6][CH2:5]1.CCN(CC)CC.[C:17](O[C:17]([O:19][C:20]([CH3:23])([CH3:22])[CH3:21])=[O:18])([O:19][C:20]([CH3:23])([CH3:22])[CH3:21])=[O:18]. The catalyst is C(Cl)Cl. The product is [OH:1][CH2:2][CH2:3][N:4]1[CH2:9][CH2:8][N:7]([C:17]([O:19][C:20]([CH3:23])([CH3:22])[CH3:21])=[O:18])[CH2:6][CH2:5]1. The yield is 0.720.